Task: Regression. Given a peptide amino acid sequence and an MHC pseudo amino acid sequence, predict their binding affinity value. This is MHC class II binding data.. Dataset: Peptide-MHC class II binding affinity with 134,281 pairs from IEDB (1) The peptide sequence is KNIPQPVRALLEGFL. The MHC is DRB1_1302 with pseudo-sequence DRB1_1302. The binding affinity (normalized) is 0.554. (2) The peptide sequence is CFKYILIQAGFDQRL. The binding affinity (normalized) is 0.742. The MHC is DRB1_0701 with pseudo-sequence DRB1_0701. (3) The peptide sequence is GMTGCGNTPIFKSGR. The MHC is DRB1_1501 with pseudo-sequence DRB1_1501. The binding affinity (normalized) is 0.243. (4) The peptide sequence is KKPIAVGGLLMMLVSVA. The MHC is DRB3_0301 with pseudo-sequence DRB3_0301. The binding affinity (normalized) is 0.714. (5) The peptide sequence is ARANESATILMTATP. The MHC is DRB1_0901 with pseudo-sequence DRB1_0901. The binding affinity (normalized) is 0.619. (6) The peptide sequence is SKLKAEATTDGLGWY. The MHC is DRB1_1001 with pseudo-sequence DRB1_1001. The binding affinity (normalized) is 0.490. (7) The peptide sequence is RNEWILESDHLIAEM. The MHC is DRB1_1501 with pseudo-sequence DRB1_1501. The binding affinity (normalized) is 0.132. (8) The binding affinity (normalized) is 0.451. The peptide sequence is GELQIIDKIDAAFKI. The MHC is DRB1_1501 with pseudo-sequence DRB1_1501.